From a dataset of Catalyst prediction with 721,799 reactions and 888 catalyst types from USPTO. Predict which catalyst facilitates the given reaction. (1) Reactant: [CH3:1][C:2]1[CH:3]=[N:4][CH:5]=[C:6]([N+:22]([O-])=O)[C:7]=1[N:8]1[CH2:13][CH2:12][CH2:11][C@H:10]([NH:14][C:15](=[O:21])[O:16][C:17]([CH3:20])([CH3:19])[CH3:18])[CH2:9]1.[Cl-].[NH4+]. Product: [NH2:22][C:6]1[CH:5]=[N:4][CH:3]=[C:2]([CH3:1])[C:7]=1[N:8]1[CH2:13][CH2:12][CH2:11][C@H:10]([NH:14][C:15](=[O:21])[O:16][C:17]([CH3:18])([CH3:19])[CH3:20])[CH2:9]1. The catalyst class is: 314. (2) Reactant: [Br:1][C:2]1[N:3]=[C:4]([C:7]([O:9]CC)=O)[S:5][CH:6]=1.O.[NH2:13][NH2:14]. Product: [Br:1][C:2]1[N:3]=[C:4]([C:7]([NH:13][NH2:14])=[O:9])[S:5][CH:6]=1. The catalyst class is: 14. (3) Reactant: FC(F)(F)C(O)=O.[Cl:8][C:9]1[C:10]([F:30])=[C:11]([NH:16][C:17]2[C:26]3[C:21](=[CH:22][C:23]([OH:29])=[C:24]([O:27][CH3:28])[CH:25]=3)[N:20]=[CH:19][N:18]=2)[CH:12]=[CH:13][C:14]=1[Cl:15].C(=O)([O-])[O-].[K+].[K+].CS(O[CH2:42][C@H:43]1[O:48][CH2:47][C@@H:46]2[CH2:49][CH2:50][CH2:51][N:45]2[CH2:44]1)(=O)=O. Product: [ClH:8].[Cl:8][C:9]1[C:10]([F:30])=[C:11]([NH:16][C:17]2[C:26]3[C:21](=[CH:22][C:23]([O:29][CH2:42][C@H:43]4[O:48][CH2:47][C@@H:46]5[CH2:49][CH2:50][CH2:51][N:45]5[CH2:44]4)=[C:24]([O:27][CH3:28])[CH:25]=3)[N:20]=[CH:19][N:18]=2)[CH:12]=[CH:13][C:14]=1[Cl:15]. The catalyst class is: 9. (4) Product: [C:32]([C:29]1[CH:30]=[CH:31][C:26]([CH2:25][N:20]2[C:21](=[O:24])[N:22]([CH3:23])[C:18]([CH2:17][CH2:16][CH2:15][C:12]3[CH:11]=[CH:10][C:9]([O:8][C:5]([CH3:6])([CH3:7])[C:4]([OH:36])=[O:3])=[CH:14][CH:13]=3)=[N:19]2)=[CH:27][CH:28]=1)([CH3:33])([CH3:34])[CH3:35]. The catalyst class is: 8. Reactant: C([O:3][C:4](=[O:36])[C:5]([O:8][C:9]1[CH:14]=[CH:13][C:12]([CH2:15][CH2:16][CH2:17][C:18]2[N:22]([CH3:23])[C:21](=[O:24])[N:20]([CH2:25][C:26]3[CH:31]=[CH:30][C:29]([C:32]([CH3:35])([CH3:34])[CH3:33])=[CH:28][CH:27]=3)[N:19]=2)=[CH:11][CH:10]=1)([CH3:7])[CH3:6])C.[OH-].[Na+]. (5) Reactant: [C:1]([O:7][C:8]([CH3:11])([CH3:10])[CH3:9])(=[O:6])[CH2:2][C:3]([CH3:5])=[O:4].CC(C)([O-])C.[K+].Cl[C:19](=[N:25]O)[C:20]([O:22][CH2:23][CH3:24])=[O:21]. Product: [CH3:5][C:3]1[O:4][N:25]=[C:19]([C:20]([O:22][CH2:23][CH3:24])=[O:21])[C:2]=1[C:1]([O:7][C:8]([CH3:11])([CH3:10])[CH3:9])=[O:6]. The catalyst class is: 7.